From a dataset of NCI-60 drug combinations with 297,098 pairs across 59 cell lines. Regression. Given two drug SMILES strings and cell line genomic features, predict the synergy score measuring deviation from expected non-interaction effect. (1) Drug 1: CC1=C(C(=CC=C1)Cl)NC(=O)C2=CN=C(S2)NC3=CC(=NC(=N3)C)N4CCN(CC4)CCO. Drug 2: CC1C(C(CC(O1)OC2CC(CC3=C2C(=C4C(=C3O)C(=O)C5=C(C4=O)C(=CC=C5)OC)O)(C(=O)CO)O)N)O.Cl. Cell line: SF-295. Synergy scores: CSS=27.9, Synergy_ZIP=2.23, Synergy_Bliss=4.76, Synergy_Loewe=-4.53, Synergy_HSA=2.76. (2) Drug 2: C1CNP(=O)(OC1)N(CCCl)CCCl. Cell line: SK-OV-3. Drug 1: C1=CC(=C2C(=C1NCCNCCO)C(=O)C3=C(C=CC(=C3C2=O)O)O)NCCNCCO. Synergy scores: CSS=48.0, Synergy_ZIP=4.14, Synergy_Bliss=4.95, Synergy_Loewe=-59.9, Synergy_HSA=2.77. (3) Drug 1: CC1C(C(CC(O1)OC2CC(CC3=C2C(=C4C(=C3O)C(=O)C5=C(C4=O)C(=CC=C5)OC)O)(C(=O)C)O)N)O.Cl. Drug 2: N.N.Cl[Pt+2]Cl. Cell line: OVCAR-4. Synergy scores: CSS=5.03, Synergy_ZIP=2.55, Synergy_Bliss=-1.82, Synergy_Loewe=-6.27, Synergy_HSA=-1.27. (4) Drug 1: CN(C)C1=NC(=NC(=N1)N(C)C)N(C)C. Cell line: 786-0. Synergy scores: CSS=-3.52, Synergy_ZIP=0.859, Synergy_Bliss=0.553, Synergy_Loewe=-2.68, Synergy_HSA=-2.27. Drug 2: CN(C(=O)NC(C=O)C(C(C(CO)O)O)O)N=O. (5) Drug 1: CC1=CC2C(CCC3(C2CCC3(C(=O)C)OC(=O)C)C)C4(C1=CC(=O)CC4)C. Drug 2: C1CC(=O)NC(=O)C1N2C(=O)C3=CC=CC=C3C2=O. Cell line: CCRF-CEM. Synergy scores: CSS=20.7, Synergy_ZIP=13.4, Synergy_Bliss=16.5, Synergy_Loewe=18.1, Synergy_HSA=17.0. (6) Drug 1: CC1=CC2C(CCC3(C2CCC3(C(=O)C)OC(=O)C)C)C4(C1=CC(=O)CC4)C. Drug 2: CN(C(=O)NC(C=O)C(C(C(CO)O)O)O)N=O. Cell line: MALME-3M. Synergy scores: CSS=-2.83, Synergy_ZIP=1.26, Synergy_Bliss=-2.05, Synergy_Loewe=-5.78, Synergy_HSA=-6.36. (7) Drug 1: C1=NC2=C(N1)C(=S)N=C(N2)N. Drug 2: C(CN)CNCCSP(=O)(O)O. Synergy scores: CSS=27.1, Synergy_ZIP=0.236, Synergy_Bliss=0.00840, Synergy_Loewe=-12.6, Synergy_HSA=0.345. Cell line: UO-31.